From a dataset of HIV replication inhibition screening data with 41,000+ compounds from the AIDS Antiviral Screen. Binary Classification. Given a drug SMILES string, predict its activity (active/inactive) in a high-throughput screening assay against a specified biological target. (1) The drug is COc1ccc(C(C(N)=O)N(C)C)cc1. The result is 0 (inactive). (2) The compound is O=C1c2c(ccc3c2CCC3)CC12Cc1cc3c(cc1C2)CCC3. The result is 0 (inactive). (3) The drug is CCOC(=O)C(=O)Nc1ccc([N+](=O)[O-])cc1C#N. The result is 0 (inactive). (4) The compound is O=C1Nc2ccccc2C1=NNc1nc(-c2cccc([N+](=O)[O-])c2)cs1. The result is 0 (inactive). (5) The drug is O=C1CC(c2ccsc2)NC(=O)N1CCCl. The result is 0 (inactive). (6) The compound is CCOC(=O)C1C(c2ccc3c(c2)OCO3)c2c(n[nH]c2O)CC1(O)OCC. The result is 0 (inactive). (7) The compound is CC1=NN(c2ccccc2)C(=O)C1=C1SSC(=C2C(=O)N(c3ccccc3)N=C2C)S1. The result is 0 (inactive). (8) The compound is COP(=O)(CC(=O)C1OC(C)(C)OC1C(O)COCc1ccccc1)OC. The result is 0 (inactive). (9) The compound is CCCNCCOc1nc(Cl)c(Cl)cc1Cl. The result is 0 (inactive).